Dataset: Full USPTO retrosynthesis dataset with 1.9M reactions from patents (1976-2016). Task: Predict the reactants needed to synthesize the given product. The reactants are: Cl[C:2]1[N:3]=[C:4]([NH:27][CH:28]2[CH2:30][CH2:29]2)[C:5]2[C:10]([C:11]3[CH:16]=[CH:15][N:14]=[CH:13][CH:12]=3)=[CH:9][N:8](S(C3C=CC(C)=CC=3)(=O)=O)[C:6]=2[N:7]=1.[NH2:31][C:32]1[CH:37]=[CH:36][C:35]([N:38]([CH3:42])[C:39](=[O:41])[CH3:40])=[CH:34][CH:33]=1.C[Si](Cl)(C)C. Given the product [CH:28]1([NH:27][C:4]2[C:5]3[C:10]([C:11]4[CH:16]=[CH:15][N:14]=[CH:13][CH:12]=4)=[CH:9][NH:8][C:6]=3[N:7]=[C:2]([NH:31][C:32]3[CH:33]=[CH:34][C:35]([N:38]([CH3:42])[C:39](=[O:41])[CH3:40])=[CH:36][CH:37]=3)[N:3]=2)[CH2:29][CH2:30]1, predict the reactants needed to synthesize it.